This data is from Full USPTO retrosynthesis dataset with 1.9M reactions from patents (1976-2016). The task is: Predict the reactants needed to synthesize the given product. (1) Given the product [CH3:6][C:2]1[C:23]([C:22](=[O:24])[CH3:8])=[CH:5][S:4][CH:3]=1, predict the reactants needed to synthesize it. The reactants are: Br[C:2]1[C:6](C)=[CH:5][S:4][CH:3]=1.[CH3:8]CCCCC.C([Li])CCC.CON(C)[C:22](=[O:24])[CH3:23].[Cl-].[NH4+]. (2) Given the product [Cl:7][C:8]1[CH:9]=[CH:10][C:11]([O:27][CH2:28][C:29]2[CH:34]=[CH:33][C:32]([Cl:35])=[CH:31][C:30]=2[CH2:36][CH3:37])=[C:12]([CH:26]=1)[CH2:13][N:14]1[C:22]2[CH:21]=[CH:20][CH:19]=[C:18]([C:23]([O-:25])=[O:24])[C:17]=2[CH:16]=[CH:15]1.[Na+:6], predict the reactants needed to synthesize it. The reactants are: C(O[Na:6])(C)(C)C.[Cl:7][C:8]1[CH:9]=[CH:10][C:11]([O:27][CH2:28][C:29]2[CH:34]=[CH:33][C:32]([Cl:35])=[CH:31][C:30]=2[CH2:36][CH3:37])=[C:12]([CH:26]=1)[CH2:13][N:14]1[C:22]2[CH:21]=[CH:20][CH:19]=[C:18]([C:23]([OH:25])=[O:24])[C:17]=2[CH:16]=[CH:15]1.